Dataset: Full USPTO retrosynthesis dataset with 1.9M reactions from patents (1976-2016). Task: Predict the reactants needed to synthesize the given product. Given the product [Br:3][C:4]1[CH:16]=[C:15]([C:17]([CH3:20])([CH3:19])[CH3:18])[CH:14]=[CH:13][C:5]=1[CH2:6][CH:7]([CH2:11][CH3:12])[C:8]([Cl:23])=[O:9], predict the reactants needed to synthesize it. The reactants are: [OH-].[K+].[Br:3][C:4]1[CH:16]=[C:15]([C:17]([CH3:20])([CH3:19])[CH3:18])[CH:14]=[CH:13][C:5]=1[CH2:6][CH:7]([CH2:11][CH3:12])[C:8](O)=[O:9].S(Cl)([Cl:23])=O.